Predict the reactants needed to synthesize the given product. From a dataset of Full USPTO retrosynthesis dataset with 1.9M reactions from patents (1976-2016). (1) The reactants are: [CH3:1][C:2]1[CH:22]=[CH:21][C:5]2[N:6]=[C:7]([C:11]3[CH:16]=[CH:15][CH:14]=[CH:13][C:12]=3[O:17]C(=O)C)O[C:9](=[O:10])[C:4]=2[CH:3]=1.[F:23][C:24]1[CH:25]=[C:26]([CH2:30][CH2:31][NH2:32])[CH:27]=[CH:28][CH:29]=1. Given the product [F:23][C:24]1[CH:25]=[C:26]([CH2:30][CH2:31][N:32]2[C:9](=[O:10])[C:4]3[C:5](=[CH:21][CH:22]=[C:2]([CH3:1])[CH:3]=3)[N:6]=[C:7]2[C:11]2[CH:16]=[CH:15][CH:14]=[CH:13][C:12]=2[OH:17])[CH:27]=[CH:28][CH:29]=1, predict the reactants needed to synthesize it. (2) Given the product [O:3]1[CH2:4][CH2:5][O:1][CH:2]1[C:6]1[CH:7]=[C:8]([CH:21]=[C:22]([CH3:24])[CH:23]=1)[O:9][C:10]1[N:15]([CH2:33][C:34]2[CH:39]=[CH:38][N:37]=[CH:36][CH:35]=2)[C:14](=[O:16])[NH:13][C:12](=[O:17])[C:11]=1[CH:18]([CH3:20])[CH3:19], predict the reactants needed to synthesize it. The reactants are: [O:1]1[CH2:5][CH2:4][O:3][CH:2]1[C:6]1[CH:7]=[C:8]([CH:21]=[C:22]([CH3:24])[CH:23]=1)[O:9][C:10]1[NH:15][C:14](=[O:16])[NH:13][C:12](=[O:17])[C:11]=1[CH:18]([CH3:20])[CH3:19].C(=O)([O-])[O-].[K+].[K+].Cl.Cl[CH2:33][C:34]1[CH:39]=[CH:38][N:37]=[CH:36][CH:35]=1.[I-].[Li+]. (3) Given the product [CH3:1][N:2]([C:37]([CH:33]1[CH2:34][CH2:35][CH2:36][N:31]([CH3:30])[CH2:32]1)=[O:38])[C@@H:3]1[CH2:7][CH2:6][N:5]([C:8]2[CH:9]=[CH:10][C:11]([NH:14][C:15]([N:17]3[CH2:18][CH2:19][CH:20]([C:23]4[CH:24]=[CH:25][C:26]([Cl:29])=[CH:27][CH:28]=4)[CH2:21][CH2:22]3)=[O:16])=[CH:12][CH:13]=2)[CH2:4]1, predict the reactants needed to synthesize it. The reactants are: [CH3:1][NH:2][C@@H:3]1[CH2:7][CH2:6][N:5]([C:8]2[CH:13]=[CH:12][C:11]([NH:14][C:15]([N:17]3[CH2:22][CH2:21][CH:20]([C:23]4[CH:28]=[CH:27][C:26]([Cl:29])=[CH:25][CH:24]=4)[CH2:19][CH2:18]3)=[O:16])=[CH:10][CH:9]=2)[CH2:4]1.[CH3:30][N:31]1[CH2:36][CH2:35][CH2:34][CH:33]([C:37](O)=[O:38])[CH2:32]1. (4) Given the product [Br:2][C:3]1[N:4]=[C:5]([NH2:1])[C:6]2[N:7]([N:9]=[C:10]([C:12]3[O:13][CH:14]=[CH:15][CH:16]=3)[N:11]=2)[CH:8]=1, predict the reactants needed to synthesize it. The reactants are: [NH3:1].[Br:2][C:3]1[N:4]=[C:5](Br)[C:6]2[N:7]([N:9]=[C:10]([C:12]3[O:13][CH:14]=[CH:15][CH:16]=3)[N:11]=2)[CH:8]=1. (5) The reactants are: C1(C)C=CC=CC=1.[CH3:8][CH:9]([CH3:33])[CH2:10][N:11]1[C:23]2[CH:22]=[CH:21][C:20](B3OC(C)(C)C(C)(C)O3)=[CH:19][C:18]=2[C:17]2[C:12]1=[CH:13][CH:14]=[CH:15][CH:16]=2.Br[C:35]1[CH:36]=[CH:37][C:38]2[N:39]([CH2:49][CH:50]([CH3:52])[CH3:51])[C:40]3[C:45]([C:46]=2[CH:47]=1)=[CH:44][C:43]([Br:48])=[CH:42][CH:41]=3.C([O-])([O-])=O.[Na+].[Na+]. Given the product [Br:48][C:43]1[CH:44]=[CH:45][C:40]2[N:39]([CH2:49][CH:50]([CH3:51])[CH3:52])[C:38]3[C:37]([C:41]=2[CH:42]=1)=[CH:36][C:35]([C:15]1[CH:14]=[CH:13][C:12]2[N:11]([CH2:10][CH:9]([CH3:33])[CH3:8])[C:23]4[C:18]([C:17]=2[CH:16]=1)=[CH:19][CH:20]=[CH:21][CH:22]=4)=[CH:47][CH:46]=3, predict the reactants needed to synthesize it. (6) Given the product [CH2:31]([O:30][C:28]([O:1][CH2:2][C:4](=[C:12]1[CH2:13][CH2:14][NH:15][CH2:16][CH2:17]1)[F:7])=[O:29])[CH3:32], predict the reactants needed to synthesize it. The reactants are: [OH:1][C:2]([C:4]([F:7])(F)F)=O.ClC(=[C:12]1[CH2:17][CH2:16][NH:15][CH2:14][CH2:13]1)C=C.ClC(=C1CCN([C:28]([O:30][C:31](C)(C)[CH3:32])=[O:29])CC1)C=C.C(O)(C(F)(F)F)=O.